From a dataset of Reaction yield outcomes from USPTO patents with 853,638 reactions. Predict the reaction yield, written as a fraction of the theoretical maximum amount of product (1.0 means a 100% yield; for example, 0.34 means a 34% yield). (1) The reactants are [F:1][C:2]1[CH:7]=[CH:6][CH:5]=[CH:4][C:3]=1[C:8]1[C:9]([N:14]2[CH2:19][CH2:18][NH:17][CH2:16][CH2:15]2)=[N:10][CH:11]=[CH:12][N:13]=1.[OH:20][CH2:21][CH2:22][N:23]1[CH:27]=[C:26]([CH:28]=O)[CH:25]=[N:24]1.C(O[BH-](OC(=O)C)OC(=O)C)(=O)C.[Na+].[Cl:44]CCCl. No catalyst specified. The product is [ClH:44].[F:1][C:2]1[CH:7]=[CH:6][CH:5]=[CH:4][C:3]=1[C:8]1[C:9]([N:14]2[CH2:15][CH2:16][N:17]([CH2:28][C:26]3[CH:25]=[N:24][N:23]([CH2:22][CH2:21][OH:20])[CH:27]=3)[CH2:18][CH2:19]2)=[N:10][CH:11]=[CH:12][N:13]=1. The yield is 0.370. (2) The reactants are [Cl:1][C:2]1[CH:30]=[CH:29][C:5]([CH2:6][C:7]2[N:8]=[C:9]([C:17]3[C:18]([CH3:28])=[N:19][N:20]4[CH:25]=[CH:24][C:23]([CH:26]=O)=[CH:22][C:21]=34)[S:10][C:11]=2[C:12]2[NH:16][CH:15]=[N:14][N:13]=2)=[CH:4][CH:3]=1.C(O)(=O)C.C(Cl)Cl.[CH3:38][O:39][C:40]1[CH:47]=[C:46]([O:48][CH3:49])[CH:45]=[CH:44][C:41]=1[CH2:42][NH2:43].C(O[BH-](OC(=O)C)OC(=O)C)(=O)C.[Na+].C([O-])(O)=O.[Na+]. No catalyst specified. The product is [Cl:1][C:2]1[CH:30]=[CH:29][C:5]([CH2:6][C:7]2[N:8]=[C:9]([C:17]3[C:18]([CH3:28])=[N:19][N:20]4[CH:25]=[CH:24][C:23]([CH2:26][NH:43][CH2:42][C:41]5[CH:44]=[CH:45][C:46]([O:48][CH3:49])=[CH:47][C:40]=5[O:39][CH3:38])=[CH:22][C:21]=34)[S:10][C:11]=2[C:12]2[NH:16][CH:15]=[N:14][N:13]=2)=[CH:4][CH:3]=1. The yield is 0.620. (3) The reactants are [CH3:1][C:2]([C@H:6]1[CH2:11][CH2:10][C@H:9]([O:12][C:13]2[C:14]([C:30]([F:33])([F:32])[F:31])=[C:15]3[C:20](=[CH:21][CH:22]=2)[CH:19]=[C:18]([C@:23]2([CH3:29])[CH2:27][O:26]C(=O)[NH:24]2)[CH:17]=[CH:16]3)[CH2:8][CH2:7]1)([CH3:5])[CH2:3][CH3:4].O.C(O)C. The catalyst is [OH-].[Li+]. The product is [NH2:24][C@@:23]([C:18]1[CH:17]=[CH:16][C:15]2[C:20](=[CH:21][CH:22]=[C:13]([O:12][C@H:9]3[CH2:8][CH2:7][C@H:6]([C:2]([CH3:1])([CH3:5])[CH2:3][CH3:4])[CH2:11][CH2:10]3)[C:14]=2[C:30]([F:32])([F:33])[F:31])[CH:19]=1)([CH3:29])[CH2:27][OH:26]. The yield is 0.900. (4) The reactants are [OH-].[Na+].[NH:3]([C:10]1[N:19]([C:20]2[CH:25]=[CH:24][CH:23]=[CH:22][CH:21]=2)[C:18]2[N:17]=[C:16]([S:26][CH2:27][C:28]([O:30]CC)=[O:29])[CH:15]=[C:14]([C:33]([F:36])([F:35])[F:34])[C:13]=2[C:12](=[O:37])[CH:11]=1)[C:4]1[CH:9]=[CH:8][CH:7]=[CH:6][CH:5]=1. The catalyst is CCO. The product is [NH:3]([C:10]1[N:19]([C:20]2[CH:25]=[CH:24][CH:23]=[CH:22][CH:21]=2)[C:18]2[N:17]=[C:16]([S:26][CH2:27][C:28]([OH:30])=[O:29])[CH:15]=[C:14]([C:33]([F:36])([F:35])[F:34])[C:13]=2[C:12](=[O:37])[CH:11]=1)[C:4]1[CH:5]=[CH:6][CH:7]=[CH:8][CH:9]=1. The yield is 0.660. (5) The reactants are [CH3:1][O:2][C:3]([C:5]1[CH:10]=[CH:9][C:8]([CH3:11])=[CH:7][CH:6]=1)=[O:4].C1C(=O)N([Br:19])C(=O)C1. The catalyst is C(Cl)(Cl)(Cl)Cl.C(OOC(=O)C1C=CC=CC=1)(=O)C1C=CC=CC=1. The product is [CH3:1][O:2][C:3]([C:5]1[CH:10]=[CH:9][C:8]([CH2:11][Br:19])=[CH:7][CH:6]=1)=[O:4]. The yield is 0.910. (6) The catalyst is O1CCCC1. The reactants are [CH3:1][N:2]([CH3:24])[C:3]1[N:23]=[C:6]2[CH:7]=[C:8]([NH:11][C:12]([C:14]3[N:18]([CH3:19])[N:17]=[CH:16][C:15]=3[C:20](O)=[O:21])=[O:13])[CH:9]=[CH:10][N:5]2[N:4]=1.[NH:25]1[CH2:29][CH2:28][CH2:27][CH2:26]1.CCCP(=O)=O.C(N(C(C)C)CC)(C)C. The product is [CH3:1][N:2]([CH3:24])[C:3]1[N:23]=[C:6]2[CH:7]=[C:8]([NH:11][C:12]([C:14]3[N:18]([CH3:19])[N:17]=[CH:16][C:15]=3[C:20]([N:25]3[CH2:29][CH2:28][CH2:27][CH2:26]3)=[O:21])=[O:13])[CH:9]=[CH:10][N:5]2[N:4]=1. The yield is 0.890. (7) The reactants are [CH3:1][N:2]1[C:10]2[C:5](=[CH:6][CH:7]=[CH:8][C:9]=2[CH3:11])[CH:4]=[CH:3]1.CN(CCN(C)C)C.C([Li])CCC.CN([CH:28]=[O:29])C.[NH4+].[Cl-]. The catalyst is C(OCC)C. The product is [CH3:1][N:2]1[C:10]2[C:5](=[CH:6][CH:7]=[CH:8][C:9]=2[CH3:11])[CH:4]=[C:3]1[CH:28]=[O:29]. The yield is 0.460.